Dataset: Full USPTO retrosynthesis dataset with 1.9M reactions from patents (1976-2016). Task: Predict the reactants needed to synthesize the given product. Given the product [NH2:30][CH:23]1[CH2:24][CH2:25][C:20]([CH2:19][C:16]2[CH:17]=[CH:18][N:14]3[C:15]=2[C:10]([NH:9][C:4]2[CH:5]=[CH:6][C:7]([F:8])=[C:2]([Cl:1])[CH:3]=2)=[N:11][CH:12]=[N:13]3)([OH:27])[CH2:21][CH2:22]1, predict the reactants needed to synthesize it. The reactants are: [Cl:1][C:2]1[CH:3]=[C:4]([NH:9][C:10]2[C:15]3=[C:16]([CH2:19][C:20]4([OH:27])[CH2:25][CH2:24][C:23](=O)[CH2:22][CH2:21]4)[CH:17]=[CH:18][N:14]3[N:13]=[CH:12][N:11]=2)[CH:5]=[CH:6][C:7]=1[F:8].[BH3-]C#[N:30].[Na+].